From a dataset of Reaction yield outcomes from USPTO patents with 853,638 reactions. Predict the reaction yield, written as a fraction of the theoretical maximum amount of product (1.0 means a 100% yield; for example, 0.34 means a 34% yield). (1) The reactants are [CH2:1]([C:8]1[C:9](=[O:18])[NH:10][C:11]([S:15][CH2:16][CH3:17])=[N:12][C:13]=1[CH3:14])[C:2]1[CH:7]=[CH:6][CH:5]=[CH:4][CH:3]=1.Br[CH2:20][C:21]1[CH:26]=[CH:25][C:24]([C:27]2[CH:32]=[CH:31][CH:30]=[CH:29][C:28]=2[C:33]2[N:37]=[C:36](C(Cl)(Cl)Cl)[O:35][N:34]=2)=[CH:23][CH:22]=1.C(=O)([O-])[O-:43].[Cs+].[Cs+]. The catalyst is CN(C)C=O.C(OCC)(=O)C. The product is [CH2:1]([C:8]1[C:9](=[O:18])[N:10]([CH2:20][C:21]2[CH:26]=[CH:25][C:24]([C:27]3[CH:32]=[CH:31][CH:30]=[CH:29][C:28]=3[C:33]3[NH:37][C:36](=[O:43])[O:35][N:34]=3)=[CH:23][CH:22]=2)[C:11]([S:15][CH2:16][CH3:17])=[N:12][C:13]=1[CH3:14])[C:2]1[CH:3]=[CH:4][CH:5]=[CH:6][CH:7]=1. The yield is 0.0600. (2) The catalyst is CC([O-])=O.CC([O-])=O.[Pd+2].C1(C)C=CC=CC=1. The yield is 0.600. The product is [CH2:1]([O:3][C:4]([C:6]1[N:7]([CH2:24][C:25]2[CH:30]=[CH:29][CH:28]=[C:27]([C:31]([F:34])([F:33])[F:32])[CH:26]=2)[C:8]2[C:13]([C:14]=1[C:35]1[CH:40]=[CH:39][CH:38]=[CH:37][CH:36]=1)=[CH:12][C:11]([C:16]1[CH:21]=[CH:20][C:19]([O:22][CH3:23])=[CH:18][CH:17]=1)=[CH:10][CH:9]=2)=[O:5])[CH3:2]. The reactants are [CH2:1]([O:3][C:4]([C:6]1[N:7]([CH2:24][C:25]2[CH:30]=[CH:29][CH:28]=[C:27]([C:31]([F:34])([F:33])[F:32])[CH:26]=2)[C:8]2[C:13]([C:14]=1I)=[CH:12][C:11]([C:16]1[CH:21]=[CH:20][C:19]([O:22][CH3:23])=[CH:18][CH:17]=1)=[CH:10][CH:9]=2)=[O:5])[CH3:2].[C:35]1(B(O)O)[CH:40]=[CH:39][CH:38]=[CH:37][CH:36]=1.[O-]P([O-])([O-])=O.[K+].[K+].[K+]. (3) The reactants are [Cl:1][C:2]1[C:10]([N+:11]([O-:13])=[O:12])=[CH:9][C:5]([C:6]([OH:8])=O)=[C:4]([F:14])[CH:3]=1.[C:15](Cl)(=O)C(Cl)=O.C[Mg+].[Br-]. The catalyst is C(Cl)Cl.CN(C=O)C.C1COCC1.[Zn+2].[Br-].[Br-].C1C=CC([P]([Pd]([P](C2C=CC=CC=2)(C2C=CC=CC=2)C2C=CC=CC=2)([P](C2C=CC=CC=2)(C2C=CC=CC=2)C2C=CC=CC=2)[P](C2C=CC=CC=2)(C2C=CC=CC=2)C2C=CC=CC=2)(C2C=CC=CC=2)C2C=CC=CC=2)=CC=1. The product is [Cl:1][C:2]1[C:10]([N+:11]([O-:13])=[O:12])=[CH:9][C:5]([C:6](=[O:8])[CH3:15])=[C:4]([F:14])[CH:3]=1. The yield is 0.740. (4) The reactants are [CH3:1][CH:2]([CH2:6][CH2:7][C:8]([OH:10])=[O:9])[C:3]([OH:5])=[O:4].[N:11]([CH2:14][CH2:15][CH2:16][CH2:17][CH2:18][CH2:19][CH2:20][CH2:21]O)=[N+:12]=[N-:13].O. The catalyst is C1(C)C=CC=CC=1.C1(C)C=CC(S(O)(=O)=O)=CC=1. The product is [CH3:1][CH:2]([CH2:6][CH2:7][C:8]([O:10][CH2:21][CH2:20][CH2:19][CH2:18][CH2:17][CH2:16][CH2:15][CH2:14][N:11]=[N+:12]=[N-:13])=[O:9])[C:3]([O:5][CH2:21][CH2:20][CH2:19][CH2:18][CH2:17][CH2:16][CH2:15][CH2:14][N:11]=[N+:12]=[N-:13])=[O:4]. The yield is 0.620. (5) The reactants are C(OC(=O)[NH:10][CH2:11][C@H:12]1[CH2:17][CH2:16][C@@H:15]([NH:18][C:19]2[N:28]=[C:27]([N:29]([CH3:31])[CH3:30])[C:26]3[C:21](=[CH:22][CH:23]=[CH:24][CH:25]=3)[N:20]=2)[CH2:14][CH2:13]1)C1C=CC=CC=1. The catalyst is CO.[Pd]. The product is [NH2:10][CH2:11][CH:12]1[CH2:13][CH2:14][CH:15]([NH:18][C:19]2[N:28]=[C:27]([N:29]([CH3:31])[CH3:30])[C:26]3[C:21](=[CH:22][CH:23]=[CH:24][CH:25]=3)[N:20]=2)[CH2:16][CH2:17]1. The yield is 0.830.